Dataset: NCI-60 drug combinations with 297,098 pairs across 59 cell lines. Task: Regression. Given two drug SMILES strings and cell line genomic features, predict the synergy score measuring deviation from expected non-interaction effect. (1) Drug 1: CC(C1=C(C=CC(=C1Cl)F)Cl)OC2=C(N=CC(=C2)C3=CN(N=C3)C4CCNCC4)N. Drug 2: C1=CC=C(C=C1)NC(=O)CCCCCCC(=O)NO. Cell line: ACHN. Synergy scores: CSS=4.35, Synergy_ZIP=-4.58, Synergy_Bliss=-7.39, Synergy_Loewe=-7.32, Synergy_HSA=-7.39. (2) Drug 1: CC1=CC2C(CCC3(C2CCC3(C(=O)C)OC(=O)C)C)C4(C1=CC(=O)CC4)C. Drug 2: CC(C)(C#N)C1=CC(=CC(=C1)CN2C=NC=N2)C(C)(C)C#N. Cell line: K-562. Synergy scores: CSS=-9.30, Synergy_ZIP=0.374, Synergy_Bliss=-8.30, Synergy_Loewe=-9.07, Synergy_HSA=-9.60. (3) Drug 1: CC12CCC(CC1=CCC3C2CCC4(C3CC=C4C5=CN=CC=C5)C)O. Drug 2: B(C(CC(C)C)NC(=O)C(CC1=CC=CC=C1)NC(=O)C2=NC=CN=C2)(O)O. Cell line: SK-MEL-5. Synergy scores: CSS=-0.847, Synergy_ZIP=2.06, Synergy_Bliss=2.72, Synergy_Loewe=-1.56, Synergy_HSA=-1.17. (4) Drug 1: C1=CC(=CC=C1CCCC(=O)O)N(CCCl)CCCl. Drug 2: C(CC(=O)O)C(=O)CN.Cl. Cell line: HT29. Synergy scores: CSS=-2.33, Synergy_ZIP=-5.77, Synergy_Bliss=-9.03, Synergy_Loewe=-17.2, Synergy_HSA=-8.53.